From a dataset of Forward reaction prediction with 1.9M reactions from USPTO patents (1976-2016). Predict the product of the given reaction. (1) Given the reactants [Cl:1][C:2]1[CH:7]=[CH:6][C:5]([N:8]([CH2:25][C:26]2[CH:34]=[CH:33][C:29]([C:30]([OH:32])=O)=[CH:28][CH:27]=2)[C:9]2[S:10][CH:11]=[C:12]([C:14]3[CH:19]=[CH:18][C:17]([O:20][C:21]([F:24])([F:23])[F:22])=[CH:16][CH:15]=3)[N:13]=2)=[CH:4][CH:3]=1.ON1C2C=CC=CC=2N=N1.Cl.C(N=C=NCCCN(C)C)C.Cl.[CH3:58][O:59][C:60](=[O:64])[CH2:61][CH2:62][NH2:63], predict the reaction product. The product is: [CH3:58][O:59][C:60](=[O:64])[CH2:61][CH2:62][NH:63][C:30](=[O:32])[C:29]1[CH:33]=[CH:34][C:26]([CH2:25][N:8]([C:5]2[CH:6]=[CH:7][C:2]([Cl:1])=[CH:3][CH:4]=2)[C:9]2[S:10][CH:11]=[C:12]([C:14]3[CH:15]=[CH:16][C:17]([O:20][C:21]([F:22])([F:24])[F:23])=[CH:18][CH:19]=3)[N:13]=2)=[CH:27][CH:28]=1. (2) Given the reactants [Cl-].[NH2:2][C:3]1([CH2:33][CH2:34][OH:35])[CH2:7][CH2:6][C@@H:5]([C:8]([NH:10][C@H:11]([CH:30]([CH3:32])[CH3:31])[C:12]([N:14]2[CH2:19][CH2:18][C@@:17]([C:21]3[CH:26]=[CH:25][C:24]([Cl:27])=[CH:23][CH:22]=3)([OH:20])[C:16]([CH3:29])([CH3:28])[CH2:15]2)=[O:13])=[O:9])[CH2:4]1.[C:36](C1NC=CN=1)(C1NC=CN=1)=[O:37].C(N(CC)CC)C, predict the reaction product. The product is: [Cl:27][C:24]1[CH:25]=[CH:26][C:21]([C@@:17]2([OH:20])[CH2:18][CH2:19][N:14]([C:12](=[O:13])[C@H:11]([NH:10][C:8]([C@@H:5]3[CH2:6][CH2:7][C:3]4([CH2:33][CH2:34][O:35][C:36](=[O:37])[NH:2]4)[CH2:4]3)=[O:9])[CH:30]([CH3:32])[CH3:31])[CH2:15][C:16]2([CH3:29])[CH3:28])=[CH:22][CH:23]=1. (3) Given the reactants [F:1][C:2]1[CH:16]=[C:15]([N+:17]([O-])=O)[CH:14]=[CH:13][C:3]=1[O:4][C:5]1[CH:10]=[CH:9][N:8]=[CH:7][C:6]=1[CH:11]=[CH2:12], predict the reaction product. The product is: [CH2:11]([C:6]1[CH:7]=[N:8][CH:9]=[CH:10][C:5]=1[O:4][C:3]1[CH:13]=[CH:14][C:15]([NH2:17])=[CH:16][C:2]=1[F:1])[CH3:12].